This data is from Catalyst prediction with 721,799 reactions and 888 catalyst types from USPTO. The task is: Predict which catalyst facilitates the given reaction. (1) Reactant: [F:1][C:2]1[CH:3]=[C:4]([CH:27]=[CH:28][CH:29]=1)[N:5]([CH2:19][C:20]1[CH:25]=[CH:24][C:23]([F:26])=[CH:22][CH:21]=1)[CH:6]1[CH2:11][CH2:10][N:9](C(OC(C)(C)C)=O)[CH2:8][CH2:7]1.C(O)(C(F)(F)F)=O. Product: [F:26][C:23]1[CH:22]=[CH:21][C:20]([CH2:19][N:5]([C:4]2[CH:27]=[CH:28][CH:29]=[C:2]([F:1])[CH:3]=2)[CH:6]2[CH2:7][CH2:8][NH:9][CH2:10][CH2:11]2)=[CH:25][CH:24]=1. The catalyst class is: 4. (2) Reactant: C([Si](C)(C)[O:6][CH2:7][C:8]1[S:9][CH:10]=[C:11]([CH:13]([C:15]2[CH:20]=[CH:19][CH:18]=[CH:17][CH:16]=2)[CH3:14])[CH:12]=1)(C)(C)C. Product: [C:15]1([CH:13]([C:11]2[CH:12]=[C:8]([CH2:7][OH:6])[S:9][CH:10]=2)[CH3:14])[CH:20]=[CH:19][CH:18]=[CH:17][CH:16]=1. The catalyst class is: 1. (3) Reactant: [Cl:1][C:2]1[CH:3]=[C:4]([CH:33]=[CH:34][CH:35]=1)[CH2:5][NH:6][C:7]([C:9]1[N:10]([CH2:30][CH2:31]O)[CH:11]=[C:12]([C:24](=[O:29])[C:25]([CH3:28])([CH3:27])[CH3:26])[C:13](=[O:23])[C:14]=1[O:15][CH2:16][C:17]1[CH:22]=[CH:21][CH:20]=[CH:19][CH:18]=1)=[O:8].C(N(CC)C(C)C)(C)C.CS(Cl)(=O)=O.S([O-])(O)(=O)=O.[K+]. Product: [CH2:16]([O:15][C:14]1[C:13](=[O:23])[C:12]([C:24](=[O:29])[C:25]([CH3:26])([CH3:28])[CH3:27])=[CH:11][N:10]2[CH2:30][CH2:31][N:6]([CH2:5][C:4]3[CH:33]=[CH:34][CH:35]=[C:2]([Cl:1])[CH:3]=3)[C:7](=[O:8])[C:9]=12)[C:17]1[CH:22]=[CH:21][CH:20]=[CH:19][CH:18]=1. The catalyst class is: 7. (4) Product: [CH:20]([CH:21]1[C:39]2[C:34](=[CH:35][CH:36]=[CH:37][CH:38]=2)[C:23]([C:29]([O:31][CH2:32][CH3:33])=[O:30])([C:24]([O:26][CH2:27][CH3:28])=[O:25])[CH2:22]1)=[CH2:19].[CH:20]([CH:21]1[C:35]2[C:34](=[CH:39][CH:38]=[CH:37][CH:36]=2)[C:23]([C:29]([O-:31])=[O:30])([C:24]([O-:26])=[O:25])[CH2:22]1)=[CH2:19]. The catalyst class is: 128. Reactant: [In].[Cl-].[In+3].[Cl-].[Cl-].[Cl-].[Li+].C(N(C)C)CCC.C(O[CH2:19][CH:20]=[CH:21][CH2:22][C:23]([C:34]1[CH:39]=[CH:38][CH:37]=[CH:36][C:35]=1I)([C:29]([O:31][CH2:32][CH3:33])=[O:30])[C:24]([O:26][CH2:27][CH3:28])=[O:25])(=O)C.